Task: Token-level Classification. Given an antibody amino acid sequence, predict which amino acid positions are active in antigen binding. Output is a list of indices for active paratope positions.. Dataset: Antibody paratope prediction from SAbDab with 1,023 antibody chains (1) The paratope positions are: [52, 53, 54, 85, 86, 87, 106]. Given the antibody sequence: QVQLQESGGGLVQPRGSLKLSCAASGFTFNTDAMNWVRQAPGKGLEWVARIRSKGFNFATYYADSVRDRFTISRDDSQSMLYLQMNNLKTEDTGIYYCVRGRDGEAMDYWGQGTTLTVSS, which amino acid positions are active in antigen binding (paratope)? (2) Given the antibody sequence: DVVMSQTPLTLSVTIGQPASISCKSSQSLLDSDGKTYLNWLLQRPGQSPKRLIYLVSRLDSGVPDRFTGSGSGTDFTLKISRVEAEDLGIYFCWQGSHFPQTFGGGTKLEIK, which amino acid positions are active in antigen binding (paratope)? The paratope positions are: [30, 31, 32, 33, 34]. (3) Given the antibody sequence: EVQLVQSGAEVKKPGSSVKVSCKASGGTFSSYAISWVRQAGQGLEWMGGIIPIFGTANYAQKFQGRVTITADESTSTAYMELSSLRSEDTAVYYCARTFHIRRYRSGYYDKMDHWGQGTLVTVSS, which amino acid positions are active in antigen binding (paratope)? The paratope positions are: [51, 82, 83, 84, 103, 104, 105, 106, 107, 108, 109, 110, 111]. (4) Given the antibody sequence: QTVVTQESALTTSPGETVTLTCRSSTGAVTTSNYANWVQEKPDHLFTGLIVGTNNRVPGVPPRFSGSLIEDKAALTITGAQTEDEAIYFCALWYSNHWVFGGGTKLTVL, which amino acid positions are active in antigen binding (paratope)? The paratope positions are: [29, 30, 31]. (5) Given the antibody sequence: LSVALGETASISCGRQALGSRAVQWYQHRPGQAPILLIYNNQDRPSGIPERFSGTPDINFGTRATLTISGVEAGDEADYYCHMWDSRSGFSWSFGGATRLTVL, which amino acid positions are active in antigen binding (paratope)? The paratope positions are: [56, 57, 58, 88, 89, 90]. (6) Given the antibody sequence: VQLLESGGGLVQPGGSLRLSCAASGFTFSNYGMSWVRQAPGKGLEWVASIRSGGGRTYYSDNVKGRFTISRDNAKNSLYLQMNSLRAEDTALYYCVRYDHYSGSSDYWGQGTLVTVSS, which amino acid positions are active in antigen binding (paratope)? The paratope positions are: [51, 82, 83, 84, 103, 104]. (7) Given the antibody sequence: QVQLLQPGAELVKPGASMKLSCKASGYTFTNWWMHWVRLRPGRGLEWIGRIDPNSDVNKYNEKFENRASLTVDKHSSTAYMQLSSLTSEDSAIYYCARWFFPWYFDVWGTGTTVTVSS, which amino acid positions are active in antigen binding (paratope)? The paratope positions are: [52, 83, 84, 85, 104]. (8) Given the antibody sequence: EVQLQQSGAELVKPGASVKLSCTASGFNIKDTYMHWVKQRPEQGLEWIGRIDPLNDKTKYDPKFQGKATITADTSSNSAYLQLSSLTSEDTAVYYCSRGGGDPVFVYWGQGTLVTVSA, which amino acid positions are active in antigen binding (paratope)? The paratope positions are: [52, 83, 84, 85, 104]. (9) Given the antibody sequence: EVQLVQSGAEVKKPGESLKISCKGSGYRFTSYWIVWVRQMPGKGLEWMGIIYPGDFDTKYSPSFQGQVTISADKSISTAYLQWSSLKASDTAMYYCARLGGRYYHDSSGYYYLDYWGQGTLVTVSS, which amino acid positions are active in antigen binding (paratope)? The paratope positions are: [52, 83, 84, 85, 104, 105, 106, 107, 108, 109, 110, 111, 112]. (10) Given the antibody sequence: QSVLTQPPSVSGAPGQRVSISCTGRSSNIGAGYDVHWYQQLPGKAPKLLIYGNTNRPSGVPVRFSGSKSGTSASLAITGLQAEDEADYYCQSYDSSLRGSVFGGGTKLTVL, which amino acid positions are active in antigen binding (paratope)? The paratope positions are: [29, 30, 31, 97, 98].